From a dataset of Full USPTO retrosynthesis dataset with 1.9M reactions from patents (1976-2016). Predict the reactants needed to synthesize the given product. (1) The reactants are: O/[CH:2]=[C:3](\[CH2:8][C:9]1[CH:10]=[N:11][CH:12]=[N:13][CH:14]=1)/[C:4](OC)=O.[C:15](=[NH:37])([O:17][CH2:18][CH2:19][C:20]1[CH:25]=[CH:24][C:23]([O:26][C:27]2[CH:32]=[CH:31][CH:30]=[C:29]([C:33]([F:36])([F:35])[F:34])[CH:28]=2)=[CH:22][CH:21]=1)[NH2:16].[C:38]([O-])([O-])=O.[K+].[K+]. Given the product [CH2:38]=[C:4]1[C:3]([CH2:8][C:9]2[CH:10]=[N:11][CH:12]=[N:13][CH:14]=2)=[CH:2][NH:16][C:15]([O:17][CH2:18][CH2:19][C:20]2[CH:25]=[CH:24][C:23]([O:26][C:27]3[CH:32]=[CH:31][CH:30]=[C:29]([C:33]([F:36])([F:35])[F:34])[CH:28]=3)=[CH:22][CH:21]=2)=[N:37]1, predict the reactants needed to synthesize it. (2) Given the product [C:1]([C@H:3]1[CH2:8][CH2:7][C@H:6]2[C@H:9]3[C@H:19]([CH2:20][CH2:21][C@:4]12[CH3:5])[C@:17]1([CH3:18])[C:12](=[CH:13][C:14](=[O:22])[CH2:15][CH2:16]1)[CH2:11][C@H:10]3[CH2:23][CH3:24])#[N:2], predict the reactants needed to synthesize it. The reactants are: [C:1]([C@H:3]1[CH2:8][CH2:7][C@H:6]2[C@H:9]3[C@H:19]([CH2:20][CH2:21][C@:4]12[CH3:5])[C@:17]1([CH3:18])[C:12](=[CH:13][C:14](=[O:22])[CH2:15][CH2:16]1)[CH:11]=[CH:10]3)#[N:2].[CH2:23]([Mg]Br)[CH3:24].